Task: Predict the product of the given reaction.. Dataset: Forward reaction prediction with 1.9M reactions from USPTO patents (1976-2016) (1) Given the reactants ClC(Cl)C.[C:5]([C:9]1[C:10]([C:22]([CH3:25])([CH3:24])[CH3:23])=[C:11]([C:18]([CH3:21])([CH3:20])[CH3:19])[C-:12]([C:14]([CH3:17])([CH3:16])[CH3:15])[CH:13]=1)([CH3:8])([CH3:7])[CH3:6].[CH-:26]1[CH:30]=[CH:29][CH:28]=[CH:27]1.[Fe+2:31].[Br:32][CH2:33][CH2:34][CH2:35][CH2:36][CH2:37][C:38](Cl)=O.[Al+3].[Cl-].[Cl-].[Cl-].Cl.CC[O:48]CC, predict the reaction product. The product is: [Br:32][CH2:33][CH2:34][CH2:35][CH2:36][C:37](=[O:48])[CH2:38][C-:13]1[C:12]([C:14]([CH3:17])([CH3:16])[CH3:15])=[C:11]([C:18]([CH3:21])([CH3:20])[CH3:19])[C:10]([C:22]([CH3:25])([CH3:24])[CH3:23])=[C:9]1[C:5]([CH3:8])([CH3:7])[CH3:6].[CH-:26]1[CH:30]=[CH:29][CH:28]=[CH:27]1.[Fe+2:31]. (2) Given the reactants [NH:1]1[C:9]2[C:4](=[N:5][C:6]([C:10]([O:12][CH3:13])=[O:11])=[CH:7][CH:8]=2)[CH2:3][CH2:2]1.Cl[C:15]1[N:20]=[CH:19][N:18]=[C:17]([O:21][C@H:22]2[CH2:27][CH2:26][N:25]([C:28]([O:30][C:31]3([CH3:34])[CH2:33][CH2:32]3)=[O:29])[CH2:24][C@H:23]2[F:35])[CH:16]=1.C(=O)([O-])[O-].[Cs+].[Cs+], predict the reaction product. The product is: [F:35][C@H:23]1[C@@H:22]([O:21][C:17]2[N:18]=[CH:19][N:20]=[C:15]([N:1]3[C:9]4[C:4](=[N:5][C:6]([C:10]([O:12][CH3:13])=[O:11])=[CH:7][CH:8]=4)[CH2:3][CH2:2]3)[CH:16]=2)[CH2:27][CH2:26][N:25]([C:28]([O:30][C:31]2([CH3:34])[CH2:33][CH2:32]2)=[O:29])[CH2:24]1. (3) Given the reactants [Cl:1][C:2]1[CH:3]=[C:4]([C:8]2[N:9]=[C:10]([NH:17][C:18]3[CH:23]=[CH:22][C:21]([CH2:24][C:25](=[O:27])[CH3:26])=[CH:20][CH:19]=3)[C:11]3[CH2:16][CH2:15][CH2:14][C:12]=3[N:13]=2)[CH:5]=[CH:6][CH:7]=1.[BH4-].[Na+], predict the reaction product. The product is: [Cl:1][C:2]1[CH:3]=[C:4]([C:8]2[N:9]=[C:10]([NH:17][C:18]3[CH:19]=[CH:20][C:21]([CH2:24][CH:25]([OH:27])[CH3:26])=[CH:22][CH:23]=3)[C:11]3[CH2:16][CH2:15][CH2:14][C:12]=3[N:13]=2)[CH:5]=[CH:6][CH:7]=1. (4) Given the reactants [C:1](Cl)(=[O:5])[C:2](Cl)=[O:3].[F:7][C:8]1[CH:23]=[CH:22][C:11]([CH2:12][C:13]2[CH:14]=[CH:15][N:16]3[C:21]=2[CH:20]=[CH:19][CH:18]=[CH:17]3)=[CH:10][CH:9]=1.[N+](C1C=CC(O)=CC=1)([O-])=O.C(N(CC)CC)C.[NH2:41][C:42]1[C:47]([Cl:48])=[CH:46][N:45]=[CH:44][C:43]=1[Cl:49].CN(C=O)C, predict the reaction product. The product is: [Cl:49][C:43]1[CH:44]=[N:45][CH:46]=[C:47]([Cl:48])[C:42]=1[NH:41][C:1](=[O:5])[C:2]([C:15]1[N:16]2[C:21]([CH:20]=[CH:19][CH:18]=[CH:17]2)=[C:13]([CH2:12][C:11]2[CH:22]=[CH:23][C:8]([F:7])=[CH:9][CH:10]=2)[CH:14]=1)=[O:3]. (5) Given the reactants [NH2:1][C:2]1[CH:7]=[CH:6][C:5]([C@@H:8]2[O:13][CH2:12][CH2:11][N:10]([C:14]([O:16][C:17]([CH3:20])([CH3:19])[CH3:18])=[O:15])[CH2:9]2)=[CH:4][CH:3]=1.[Cl:21][C:22]1[N:27]=[C:26](Cl)[C:25]([Cl:29])=[CH:24][N:23]=1.C(N(C(C)C)CC)(C)C, predict the reaction product. The product is: [Cl:21][C:22]1[N:27]=[C:26]([NH:1][C:2]2[CH:7]=[CH:6][C:5]([C@@H:8]3[O:13][CH2:12][CH2:11][N:10]([C:14]([O:16][C:17]([CH3:20])([CH3:19])[CH3:18])=[O:15])[CH2:9]3)=[CH:4][CH:3]=2)[C:25]([Cl:29])=[CH:24][N:23]=1. (6) The product is: [F:21][C:11]1[CH:12]=[N:13][C:14]2[CH:15]=[CH:16][C:17](=[O:20])[N:18]3[C@H:7]([CH2:6][N:26]4[CH2:27][CH2:28][CH:23]([OH:22])[CH:24]([CH2:29][NH:30][C:31](=[O:37])[O:32][C:33]([CH3:35])([CH3:34])[CH3:36])[CH2:25]4)[CH2:8][O:9][C:10]=1[C:19]=23. Given the reactants CS(O[CH2:6][C@H:7]1[N:18]2[C:19]3[C:10](=[C:11]([F:21])[CH:12]=[N:13][C:14]=3[CH:15]=[CH:16][C:17]2=[O:20])[O:9][CH2:8]1)(=O)=O.[OH:22][C@H:23]1[CH2:28][CH2:27][NH:26][CH2:25][C@H:24]1[CH2:29][NH:30][C:31](=[O:37])[O:32][C:33]([CH3:36])([CH3:35])[CH3:34], predict the reaction product. (7) Given the reactants [F:1][C:2]1[CH:3]=[N:4][C:5]2[C:10]([C:11]=1[CH2:12][CH2:13][N:14]1[CH2:20][C@H:19]3[C@H:16]([CH2:17][C@@H:18]3[NH2:21])[CH2:15]1)=[N:9][C:8]([O:22][CH3:23])=[CH:7][CH:6]=2.[O-]S([O-])(=O)=O.[Na+].[Na+].[O:31]=[C:32]1[CH2:37][S:36][C:35]2[CH:38]=[CH:39][C:40]([CH:42]=O)=[N:41][C:34]=2[NH:33]1.[BH4-].[Na+], predict the reaction product. The product is: [F:1][C:2]1[CH:3]=[N:4][C:5]2[C:10]([C:11]=1[CH2:12][CH2:13][N:14]1[CH2:20][C@H:19]3[C@H:16]([CH2:17][C@@H:18]3[NH:21][CH2:42][C:40]3[CH:39]=[CH:38][C:35]4[S:36][CH2:37][C:32](=[O:31])[NH:33][C:34]=4[N:41]=3)[CH2:15]1)=[N:9][C:8]([O:22][CH3:23])=[CH:7][CH:6]=2.